From a dataset of Reaction yield outcomes from USPTO patents with 853,638 reactions. Predict the reaction yield, written as a fraction of the theoretical maximum amount of product (1.0 means a 100% yield; for example, 0.34 means a 34% yield). (1) The catalyst is O1CCOCC1. The product is [C:7]([NH:10][C:11]1[CH:12]=[CH:13][C:14]([S:17]([N:1]2[CH2:6][CH2:5][CH2:4][CH2:3][CH2:2]2)(=[O:19])=[O:18])=[CH:15][CH:16]=1)(=[O:9])[CH3:8]. The yield is 0.521. The reactants are [NH:1]1[CH2:6][CH2:5][CH2:4][CH2:3][CH2:2]1.[C:7]([NH:10][C:11]1[CH:16]=[CH:15][C:14]([S:17](Cl)(=[O:19])=[O:18])=[CH:13][CH:12]=1)(=[O:9])[CH3:8]. (2) The product is [Br-:23].[OH:10][C:9]([C:17]1[CH:22]=[CH:21][CH:20]=[CH:19][CH:18]=1)([C:11]1[CH:12]=[CH:13][CH:14]=[CH:15][CH:16]=1)[C:4]12[CH2:5][CH2:6][N+:1]([CH2:24][CH2:25][CH2:26][O:27][C:28]3[CH:33]=[CH:32][CH:31]=[CH:30][C:29]=3[O:34][CH2:35][C:36]3[CH:41]=[CH:40][CH:39]=[CH:38][CH:37]=3)([CH2:2][CH2:3]1)[CH2:8][CH2:7]2. The catalyst is CC#N. The reactants are [N:1]12[CH2:8][CH2:7][C:4]([C:9]([C:17]3[CH:22]=[CH:21][CH:20]=[CH:19][CH:18]=3)([C:11]3[CH:16]=[CH:15][CH:14]=[CH:13][CH:12]=3)[OH:10])([CH2:5][CH2:6]1)[CH2:3][CH2:2]2.[Br:23][CH2:24][CH2:25][CH2:26][O:27][C:28]1[CH:33]=[CH:32][CH:31]=[CH:30][C:29]=1[O:34][CH2:35][C:36]1[CH:41]=[CH:40][CH:39]=[CH:38][CH:37]=1. The yield is 0.714. (3) The reactants are CS(O[CH2:6][CH2:7][O:8][C@H:9]1[CH2:14][CH2:13][C@H:12]([N:15]2[C:20](=[O:21])[C:19]([CH2:22][C:23]3[CH:28]=[CH:27][C:26]([C:29]4[CH:34]=[CH:33][CH:32]=[CH:31][C:30]=4[C:35]#[N:36])=[CH:25][CH:24]=3)=[C:18]([CH2:37][CH2:38][CH3:39])[N:17]3[N:40]=[CH:41][N:42]=[C:16]23)[CH2:11][CH2:10]1)(=O)=O.[NH:43]1[CH:47]=[CH:46][N:45]=[CH:44]1.CN(C)C=O.[H-].[Na+]. The catalyst is C(OCC)(=O)C. The product is [N:43]1([CH2:6][CH2:7][O:8][C@H:9]2[CH2:14][CH2:13][C@H:12]([N:15]3[C:20](=[O:21])[C:19]([CH2:22][C:23]4[CH:24]=[CH:25][C:26]([C:29]5[C:30]([C:35]#[N:36])=[CH:31][CH:32]=[CH:33][CH:34]=5)=[CH:27][CH:28]=4)=[C:18]([CH2:37][CH2:38][CH3:39])[N:17]4[N:40]=[CH:41][N:42]=[C:16]34)[CH2:11][CH2:10]2)[CH:47]=[CH:46][N:45]=[CH:44]1. The yield is 0.830. (4) The reactants are [CH2:1]([NH:4][C:5]1[CH:10]=[CH:9][C:8]([S:11]([CH3:14])(=[O:13])=[O:12])=[CH:7][C:6]=1I)[CH:2]=[CH2:3].Cl. The catalyst is CN(C=O)C.[N+](CCCC)(CCCC)(CCCC)CCCC.[Cl-].CC([O-])=O.CC([O-])=O.[Pd+2]. The product is [CH3:14][S:11]([C:8]1[CH:7]=[C:6]2[C:5](=[CH:10][CH:9]=1)[NH:4][CH:1]=[C:2]2[CH3:3])(=[O:13])=[O:12]. The yield is 0.430. (5) The reactants are [Cl:1][C:2]1[CH:7]=[CH:6][C:5]([N:8]=[C:9]=[O:10])=[CH:4][C:3]=1[C:11]([F:14])([F:13])[F:12].[CH3:15][NH:16][C:17]([C:19]1[CH:24]=[C:23]([O:25][C:26]2[CH:32]=[CH:31][C:29]([NH2:30])=[CH:28][CH:27]=2)[CH:22]=[CH:21][N:20]=1)=[O:18]. The catalyst is C(Cl)Cl. The product is [Cl:1][C:2]1[CH:7]=[CH:6][C:5]([NH:8][C:9]([NH:30][C:29]2[CH:28]=[CH:27][C:26]([O:25][C:23]3[CH:22]=[CH:21][N:20]=[C:19]([C:17](=[O:18])[NH:16][CH3:15])[CH:24]=3)=[CH:32][CH:31]=2)=[O:10])=[CH:4][C:3]=1[C:11]([F:12])([F:13])[F:14]. The yield is 0.930.